Predict the reactants needed to synthesize the given product. From a dataset of Full USPTO retrosynthesis dataset with 1.9M reactions from patents (1976-2016). (1) Given the product [C:1]([C:3]1[CH:27]=[CH:26][C:6]([O:7][C:8]2[CH:9]=[C:10]([CH:14]=[C:15]([O:17][C:18]3[CH:23]=[CH:22][C:21]([C:24]#[N:25])=[CH:20][CH:19]=3)[CH:16]=2)[C:11]([NH:34][CH:28]2[CH2:33][CH2:32][CH2:31][CH2:30][CH2:29]2)=[O:13])=[CH:5][CH:4]=1)#[N:2], predict the reactants needed to synthesize it. The reactants are: [C:1]([C:3]1[CH:27]=[CH:26][C:6]([O:7][C:8]2[CH:9]=[C:10]([CH:14]=[C:15]([O:17][C:18]3[CH:23]=[CH:22][C:21]([C:24]#[N:25])=[CH:20][CH:19]=3)[CH:16]=2)[C:11]([OH:13])=O)=[CH:5][CH:4]=1)#[N:2].[CH:28]1([NH2:34])[CH2:33][CH2:32][CH2:31][CH2:30][CH2:29]1. (2) Given the product [C:1]([O:17][CH:11]([CH2:10][CH:9]([CH3:8])[CH2:18][CH2:19][CH:20]=[C:21]([CH3:28])[CH2:22][CH2:23][CH:24]=[C:25]([CH3:26])[CH3:27])[CH:12]([N+:14]([O-:16])=[O:15])[CH3:13])(=[O:3])[CH3:2], predict the reactants needed to synthesize it. The reactants are: [C:1](OC(=O)C)(=[O:3])[CH3:2].[CH3:8][CH:9]([CH2:18][CH2:19][CH:20]=[C:21]([CH3:28])[CH2:22][CH2:23][CH:24]=[C:25]([CH3:27])[CH3:26])[CH2:10][CH:11]([OH:17])[CH:12]([N+:14]([O-:16])=[O:15])[CH3:13].OS(O)(=O)=O. (3) The reactants are: [CH2:1]([CH:3]([N:6]1[CH:10]=[C:9]([NH:11][C:12](=[O:18])[CH:13]([NH2:17])[CH2:14][CH2:15][CH3:16])[N:8]=[CH:7]1)[CH2:4][CH3:5])[CH3:2].[F:19][C:20]1[CH:21]=[C:22]([CH2:27][C:28](O)=[O:29])[CH:23]=[C:24]([F:26])[CH:25]=1. Given the product [CH2:1]([CH:3]([N:6]1[CH:10]=[C:9]([NH:11][C:12](=[O:18])[CH:13]([NH:17][C:28](=[O:29])[CH2:27][C:22]2[CH:21]=[C:20]([F:19])[CH:25]=[C:24]([F:26])[CH:23]=2)[CH2:14][CH2:15][CH3:16])[N:8]=[CH:7]1)[CH2:4][CH3:5])[CH3:2], predict the reactants needed to synthesize it. (4) Given the product [C:15]([N:19]1[CH:10]=[C:5]([C:4]([O:3][CH3:2])=[O:12])[CH:6]=[N:20]1)([CH3:18])([CH3:17])[CH3:16], predict the reactants needed to synthesize it. The reactants are: [Na].[CH3:2][O:3][CH:4]([O:12]C)[C:5](=[CH:10]O)[C:6](OC)=O.Cl.[C:15]([NH:19][NH2:20])([CH3:18])([CH3:17])[CH3:16].O. (5) Given the product [C:6]([NH:5][C:4]1[CH:9]=[CH:10][C:11]2[S:12][CH:13]=[N:1][C:2]=2[CH:3]=1)(=[O:8])[CH3:7], predict the reactants needed to synthesize it. The reactants are: [NH2:1][C:2]1[CH:3]=[C:4]([CH:9]=[CH:10][C:11]=1[SH:12])[NH:5][C:6](=[O:8])[CH3:7].[CH2:13](OC=C(C#N)C#N)C. (6) Given the product [C:19]1([C@H:17]([NH:16][CH:12]2[CH2:13][CH2:14][CH2:15][CH:10]([C:7]3[CH:8]=[CH:9][C:4]([C:3]([NH2:29])=[NH:2])=[CH:5][CH:6]=3)[CH2:11]2)[CH3:18])[C:28]2[C:23](=[CH:24][CH:25]=[CH:26][CH:27]=2)[CH:22]=[CH:21][CH:20]=1, predict the reactants needed to synthesize it. The reactants are: O[NH:2][C:3](=[NH:29])[C:4]1[CH:9]=[CH:8][C:7]([CH:10]2[CH2:15][CH2:14][CH2:13][CH:12]([NH:16][C@@H:17]([C:19]3[C:28]4[C:23](=[CH:24][CH:25]=[CH:26][CH:27]=4)[CH:22]=[CH:21][CH:20]=3)[CH3:18])[CH2:11]2)=[CH:6][CH:5]=1.O.O.Cl[Sn]Cl.